From a dataset of Forward reaction prediction with 1.9M reactions from USPTO patents (1976-2016). Predict the product of the given reaction. (1) The product is: [Br:26][C:11]1[C:10](=[O:27])[N:9]([C:5]2[CH:4]=[C:3]([CH:8]=[CH:7][CH:6]=2)[CH2:2][NH:1][S:36]([CH3:35])(=[O:38])=[O:37])[C:14]([CH3:15])=[CH:13][C:12]=1[O:16][CH2:17][C:18]1[CH:23]=[CH:22][C:21]([F:24])=[CH:20][C:19]=1[F:25]. Given the reactants [NH2:1][CH2:2][C:3]1[CH:4]=[C:5]([N:9]2[C:14]([CH3:15])=[CH:13][C:12]([O:16][CH2:17][C:18]3[CH:23]=[CH:22][C:21]([F:24])=[CH:20][C:19]=3[F:25])=[C:11]([Br:26])[C:10]2=[O:27])[CH:6]=[CH:7][CH:8]=1.CN1CCOCC1.[CH3:35][S:36](Cl)(=[O:38])=[O:37].CN=C=O, predict the reaction product. (2) The product is: [CH2:1]([S:3][CH2:4][C:5]1[CH:10]=[CH:9][N:8]=[C:7]([NH:11][C:13]2[CH:18]=[C:17]([C:19]3[CH:24]=[CH:23][C:22]([F:25])=[CH:21][C:20]=3[O:26][CH3:27])[N:16]=[CH:15][N:14]=2)[CH:6]=1)[CH3:2]. Given the reactants [CH2:1]([S:3][CH2:4][C:5]1[CH:10]=[CH:9][N:8]=[C:7]([NH2:11])[CH:6]=1)[CH3:2].Cl[C:13]1[CH:18]=[C:17]([C:19]2[CH:24]=[CH:23][C:22]([F:25])=[CH:21][C:20]=2[O:26][CH3:27])[N:16]=[CH:15][N:14]=1.C1(P(C2CCCCC2)C2C=CC=CC=2C2C(C(C)C)=CC(C(C)C)=CC=2C(C)C)CCCCC1.P([O-])([O-])([O-])=O.[K+].[K+].[K+], predict the reaction product. (3) Given the reactants C([O:3][C:4]([C:6]1([NH:15][C:16]([C:18]2[C:27]3[C:22](=[CH:23][CH:24]=[CH:25][CH:26]=3)[C:21]([F:28])=[CH:20][CH:19]=2)=[O:17])[CH2:14][C:13]2[C:8](=[CH:9][CH:10]=[CH:11][CH:12]=2)[CH2:7]1)=[O:5])C.[OH-].[K+].O, predict the reaction product. The product is: [F:28][C:21]1[C:22]2[C:27](=[CH:26][CH:25]=[CH:24][CH:23]=2)[C:18]([C:16]([NH:15][C:6]2([C:4]([OH:5])=[O:3])[CH2:7][C:8]3[C:13](=[CH:12][CH:11]=[CH:10][CH:9]=3)[CH2:14]2)=[O:17])=[CH:19][CH:20]=1. (4) The product is: [C:1]([O:8][C:10]([CH3:12])([CH3:11])[CH3:9])(=[O:7])[CH2:2][CH2:3][CH2:4][C:5]#[CH:6]. Given the reactants [C:1]([OH:8])(=[O:7])[CH2:2][CH2:3][CH2:4][C:5]#[CH:6].[CH3:9][C:10](O)([CH3:12])[CH3:11].C1(N=C=NC2CCCCC2)CCCCC1, predict the reaction product. (5) The product is: [NH2:29][C:28]1[N:30]=[C:16]([C:11]2[NH:10][C:9]([C:3]3[CH:4]=[CH:5][C:6]([Cl:8])=[CH:7][C:2]=3[Cl:1])=[C:13]([C:14]#[N:15])[CH:12]=2)[CH:17]=[CH:18][N:27]=1. Given the reactants [Cl:1][C:2]1[CH:7]=[C:6]([Cl:8])[CH:5]=[CH:4][C:3]=1[C:9]1[NH:10][C:11]([C:16](=O)/[CH:17]=[CH:18]/N(C)C)=[CH:12][C:13]=1[C:14]#[N:15].C(=O)(O)O.[NH2:27][C:28]([NH2:30])=[NH:29].O, predict the reaction product. (6) Given the reactants C([O:3][C:4](=[O:27])[CH2:5][C:6]1[N:14]2[C:9]([CH:10]=[CH:11][CH:12]=[CH:13]2)=[C:8]([S:15][C:16]2[CH:21]=[CH:20][C:19]([S:22]([CH3:25])(=[O:24])=[O:23])=[CH:18][CH:17]=2)[C:7]=1[CH3:26])C.CO.[OH-].[Li+].O, predict the reaction product. The product is: [CH3:25][S:22]([C:19]1[CH:20]=[CH:21][C:16]([S:15][C:8]2[C:7]([CH3:26])=[C:6]([CH2:5][C:4]([OH:27])=[O:3])[N:14]3[C:9]=2[CH:10]=[CH:11][CH:12]=[CH:13]3)=[CH:17][CH:18]=1)(=[O:23])=[O:24]. (7) Given the reactants Cl.Cl.[N:3]12[CH2:10][CH2:9][CH:6]([CH2:7][CH2:8]1)[C@@H:5]([NH:11][C:12]([C:14]1[S:15][C:16]3[CH:22]=[CH:21][C:20]([NH2:23])=[CH:19][C:17]=3[CH:18]=1)=[O:13])[CH2:4]2.C(N(CC)CC)C.[O:31]1[CH:35]=[CH:34][CH:33]=[C:32]1[C:36]([Cl:38])=[O:37], predict the reaction product. The product is: [ClH:38].[N:3]12[CH2:8][CH2:7][CH:6]([CH2:9][CH2:10]1)[C@@H:5]([NH:11][C:12]([C:14]1[S:15][C:16]3[CH:22]=[CH:21][C:20]([NH:23][C:36]([C:32]4[O:31][CH:35]=[CH:34][CH:33]=4)=[O:37])=[CH:19][C:17]=3[CH:18]=1)=[O:13])[CH2:4]2.